This data is from NCI-60 drug combinations with 297,098 pairs across 59 cell lines. The task is: Regression. Given two drug SMILES strings and cell line genomic features, predict the synergy score measuring deviation from expected non-interaction effect. (1) Drug 1: CCCS(=O)(=O)NC1=C(C(=C(C=C1)F)C(=O)C2=CNC3=C2C=C(C=N3)C4=CC=C(C=C4)Cl)F. Drug 2: CC=C1C(=O)NC(C(=O)OC2CC(=O)NC(C(=O)NC(CSSCCC=C2)C(=O)N1)C(C)C)C(C)C. Cell line: NCIH23. Synergy scores: CSS=35.7, Synergy_ZIP=-4.42, Synergy_Bliss=-16.8, Synergy_Loewe=-86.6, Synergy_HSA=-19.3. (2) Drug 1: CC(CN1CC(=O)NC(=O)C1)N2CC(=O)NC(=O)C2. Drug 2: C1CCC(CC1)NC(=O)N(CCCl)N=O. Cell line: OVCAR3. Synergy scores: CSS=34.0, Synergy_ZIP=-1.47, Synergy_Bliss=8.78, Synergy_Loewe=8.89, Synergy_HSA=9.36. (3) Drug 1: CN(CC1=CN=C2C(=N1)C(=NC(=N2)N)N)C3=CC=C(C=C3)C(=O)NC(CCC(=O)O)C(=O)O. Drug 2: C1C(C(OC1N2C=NC(=NC2=O)N)CO)O. Cell line: A549. Synergy scores: CSS=51.6, Synergy_ZIP=0.451, Synergy_Bliss=1.10, Synergy_Loewe=-4.33, Synergy_HSA=-0.781. (4) Drug 1: C1CN1C2=NC(=NC(=N2)N3CC3)N4CC4. Drug 2: CC1OCC2C(O1)C(C(C(O2)OC3C4COC(=O)C4C(C5=CC6=C(C=C35)OCO6)C7=CC(=C(C(=C7)OC)O)OC)O)O. Cell line: SNB-19. Synergy scores: CSS=49.2, Synergy_ZIP=-2.28, Synergy_Bliss=-4.01, Synergy_Loewe=-0.147, Synergy_HSA=2.41. (5) Drug 1: CC1=C2C(C(=O)C3(C(CC4C(C3C(C(C2(C)C)(CC1OC(=O)C(C(C5=CC=CC=C5)NC(=O)OC(C)(C)C)O)O)OC(=O)C6=CC=CC=C6)(CO4)OC(=O)C)O)C)O. Drug 2: CC1CCC2CC(C(=CC=CC=CC(CC(C(=O)C(C(C(=CC(C(=O)CC(OC(=O)C3CCCCN3C(=O)C(=O)C1(O2)O)C(C)CC4CCC(C(C4)OC)OCCO)C)C)O)OC)C)C)C)OC. Cell line: SN12C. Synergy scores: CSS=-6.83, Synergy_ZIP=3.41, Synergy_Bliss=1.22, Synergy_Loewe=-8.28, Synergy_HSA=-6.17. (6) Drug 1: C1CC(C1)(C(=O)O)C(=O)O.[NH2-].[NH2-].[Pt+2]. Drug 2: CCCCC(=O)OCC(=O)C1(CC(C2=C(C1)C(=C3C(=C2O)C(=O)C4=C(C3=O)C=CC=C4OC)O)OC5CC(C(C(O5)C)O)NC(=O)C(F)(F)F)O. Cell line: MOLT-4. Synergy scores: CSS=90.2, Synergy_ZIP=5.77, Synergy_Bliss=3.81, Synergy_Loewe=-0.610, Synergy_HSA=5.14. (7) Drug 1: CC1CCC2CC(C(=CC=CC=CC(CC(C(=O)C(C(C(=CC(C(=O)CC(OC(=O)C3CCCCN3C(=O)C(=O)C1(O2)O)C(C)CC4CCC(C(C4)OC)OCCO)C)C)O)OC)C)C)C)OC. Drug 2: C1CN(CCN1C(=O)CCBr)C(=O)CCBr. Cell line: HCT116. Synergy scores: CSS=50.8, Synergy_ZIP=-12.9, Synergy_Bliss=-5.35, Synergy_Loewe=-0.189, Synergy_HSA=0.581.